Dataset: Full USPTO retrosynthesis dataset with 1.9M reactions from patents (1976-2016). Task: Predict the reactants needed to synthesize the given product. (1) Given the product [OH:15][CH2:14][C@H:10]1[CH2:11][CH2:12][CH2:13][C@@H:9]1[NH:8][C:6](=[O:7])[O:5][C:1]([CH3:3])([CH3:2])[CH3:4], predict the reactants needed to synthesize it. The reactants are: [C:1]([O:5][C:6]([NH:8][C@H:9]1[CH2:13][CH2:12][CH2:11][C@@H:10]1[C:14](O)=[O:15])=[O:7])([CH3:4])([CH3:3])[CH3:2].C(N(CC)CC)C.ClC(OCC)=O.[BH4-].[Na+].Cl. (2) Given the product [NH2:7][CH:10]([CH3:22])[CH2:11][C:12]1[CH:13]=[C:14]([CH2:15][OH:16])[CH:19]=[CH:20][CH:21]=1, predict the reactants needed to synthesize it. The reactants are: [H-].[Al+3].[Li+].[H-].[H-].[H-].[N+:7](/[C:10](/[CH3:22])=[CH:11]\[C:12]1[CH:13]=[C:14]([CH:19]=[CH:20][CH:21]=1)[C:15](OC)=[O:16])([O-])=O.O.O.O.O.C(C(C(C([O-])=O)O)O)([O-])=O.[Na+].[K+]. (3) Given the product [C:1]([C:5]1[N:6]=[C:7]([NH:30][CH2:29][CH2:28][C:24]2[CH:23]=[N:22][CH:27]=[CH:26][CH:25]=2)[C:8]2[N:9]([C:17](=[O:20])[NH:18][N:19]=2)[C:10]=1[CH:11]([OH:16])[CH2:12][CH:13]([CH3:15])[CH3:14])([CH3:4])([CH3:3])[CH3:2], predict the reactants needed to synthesize it. The reactants are: [C:1]([C:5]1[N:6]=[C:7](Cl)[C:8]2[N:9]([C:17](=[O:20])[NH:18][N:19]=2)[C:10]=1[CH:11]([OH:16])[CH2:12][CH:13]([CH3:15])[CH3:14])([CH3:4])([CH3:3])[CH3:2].[N:22]1[CH:27]=[CH:26][CH:25]=[C:24]([CH2:28][CH2:29][NH2:30])[CH:23]=1.O.